This data is from Full USPTO retrosynthesis dataset with 1.9M reactions from patents (1976-2016). The task is: Predict the reactants needed to synthesize the given product. Given the product [C:10]1([NH:9][C:8](=[O:31])[NH2:7])[CH:5]=[CH:4][CH:3]=[CH:12][CH:11]=1, predict the reactants needed to synthesize it. The reactants are: CO[C:3]1[CH:4]=[C:5]2[C:10](=[CH:11][C:12]=1OC)[N:9]=[CH:8][N:7]=C2OC1C=C(C=CC=1)N.C1(N=C=[O:31])C=CC=CC=1.